Dataset: Full USPTO retrosynthesis dataset with 1.9M reactions from patents (1976-2016). Task: Predict the reactants needed to synthesize the given product. (1) The reactants are: Cl.[N:2]1([CH2:7][C:8]([OH:10])=O)[CH:6]=[N:5][CH:4]=[N:3]1.[F:11][C:12]1[CH:43]=[CH:42][C:15]([O:16][C:17]2[CH:22]=[CH:21][C:20]([NH:23][C:24]([C@@H:26]3[CH2:30][C@@H:29]([CH2:31][C:32]4[CH:37]=[CH:36][CH:35]=[CH:34][C:33]=4[C:38]([F:41])([F:40])[F:39])[CH2:28][NH:27]3)=[O:25])=[CH:19][CH:18]=2)=[CH:14][CH:13]=1. Given the product [N:2]1([CH2:7][C:8]([N:27]2[CH2:28][C@H:29]([CH2:31][C:32]3[CH:37]=[CH:36][CH:35]=[CH:34][C:33]=3[C:38]([F:41])([F:40])[F:39])[CH2:30][C@H:26]2[C:24]([NH:23][C:20]2[CH:21]=[CH:22][C:17]([O:16][C:15]3[CH:14]=[CH:13][C:12]([F:11])=[CH:43][CH:42]=3)=[CH:18][CH:19]=2)=[O:25])=[O:10])[CH:6]=[N:5][CH:4]=[N:3]1, predict the reactants needed to synthesize it. (2) Given the product [Cl:1][C:2]1[CH:3]=[CH:4][C:5]([F:11])=[C:6]([C:13]2[N:18]=[C:17]([NH2:19])[N:16]=[C:15]([NH:20][CH3:21])[CH:14]=2)[CH:7]=1, predict the reactants needed to synthesize it. The reactants are: [Cl:1][C:2]1[CH:3]=[CH:4][C:5]([F:11])=[C:6](B(O)O)[CH:7]=1.I[C:13]1[N:18]=[C:17]([NH2:19])[N:16]=[C:15]([NH:20][CH3:21])[CH:14]=1. (3) Given the product [Br:1][C:2]1[CH:3]=[C:4]2[N:10]([C@@H:22]([C:24]3[C:29]([Cl:30])=[CH:28][CH:27]=[C:26]([F:31])[C:25]=3[Cl:32])[CH3:23])[CH:9]=[CH:8][C:5]2=[N:6][CH:7]=1, predict the reactants needed to synthesize it. The reactants are: [Br:1][C:2]1[CH:3]=[C:4]2[NH:10][CH:9]=[CH:8][C:5]2=[N:6][CH:7]=1.CS(C)=O.[H-].[Na+].CS(O[C@H:22]([C:24]1[C:29]([Cl:30])=[CH:28][CH:27]=[C:26]([F:31])[C:25]=1[Cl:32])[CH3:23])(=O)=O. (4) Given the product [CH3:1][N:2]([CH3:27])[CH2:3][CH2:4][CH2:5][CH2:6][CH:7]([C:19]1[CH:24]=[CH:23][CH:22]=[CH:21][CH:20]=1)[O:8][C:9]1[CH:14]=[CH:13][C:12]([C:15]([F:18])([F:17])[F:16])=[CH:11][CH:10]=1, predict the reactants needed to synthesize it. The reactants are: [CH3:1][NH:2][CH2:3][CH2:4][CH2:5][CH2:6][CH:7]([C:19]1[CH:24]=[CH:23][CH:22]=[CH:21][CH:20]=1)[O:8][C:9]1[CH:14]=[CH:13][C:12]([C:15]([F:18])([F:17])[F:16])=[CH:11][CH:10]=1.C=O.[CH:27](O)=O. (5) Given the product [Cl:1][C:2]1[N:7]=[C:6]([S:26]([CH3:14])(=[O:29])=[O:25])[C:5]2[N:10]([CH3:13])[CH:11]=[N:12][C:4]=2[CH:3]=1, predict the reactants needed to synthesize it. The reactants are: [Cl:1][C:2]1[N:7]=[C:6](SC)[C:5]2[N:10]([CH3:13])[CH:11]=[N:12][C:4]=2[CH:3]=1.[CH:14]1C=C(Cl)C=C(C(OO)=O)C=1.[O-:25][S:26]([O-:29])(=S)=O.[Na+].[Na+]. (6) Given the product [C:6]([O:21][C:19](=[O:20])[NH:32][C:31]1[CH:33]=[CH:34][CH:35]=[CH:36][C:30]=1[CH:24]1[CH2:25][CH2:26][CH2:27][CH2:28][CH2:29]1)([CH3:5])([CH3:8])[CH3:11], predict the reactants needed to synthesize it. The reactants are: C(C1O[C:6]([C:8](O)=O)=[CH:5]C=1)#N.[C:11](Cl)(=O)C(Cl)=O.FC(F)(F)[C:19]([OH:21])=[O:20].[CH:24]1([C:30]2[CH:36]=[CH:35][CH:34]=[CH:33][C:31]=2[NH2:32])[CH2:29][CH2:28][CH2:27][CH2:26][CH2:25]1.CCN(C(C)C)C(C)C. (7) The reactants are: [CH2:1]([O:3][C:4]([C:6]1[CH:11]=[CH:10][C:9]([NH:12][C:13]([N:15]2[CH2:20][CH2:19][N:18]([C:21]([O:23][C:24]([CH3:27])([CH3:26])[CH3:25])=[O:22])[CH2:17][CH:16]2[CH2:28]O)=[O:14])=[CH:8][CH:7]=1)=[O:5])[CH3:2].C1CCN2C(=NCCC2)CC1.CS(Cl)(=O)=O.O. Given the product [CH2:1]([O:3][C:4]([C:6]1[CH:7]=[CH:8][C:9]([N:12]2[CH2:28][CH:16]3[CH2:17][N:18]([C:21]([O:23][C:24]([CH3:25])([CH3:26])[CH3:27])=[O:22])[CH2:19][CH2:20][N:15]3[C:13]2=[O:14])=[CH:10][CH:11]=1)=[O:5])[CH3:2], predict the reactants needed to synthesize it. (8) Given the product [OH:13][C@@H:14]([C@H:16]1[C:36](=[O:37])[N:18]2[C:19]([C:33]([O:35][CH2:7][O:6][C:5]([N:4]([CH:10]([CH3:12])[CH3:11])[CH:1]([CH3:3])[CH3:2])=[O:9])=[O:34])=[C:20]([S:23]/[CH:24]=[CH:25]/[C:26]3[S:30][CH:29]=[N:28][C:27]=3[CH2:31][OH:32])[C@H:21]([CH3:22])[C@H:17]12)[CH3:15], predict the reactants needed to synthesize it. The reactants are: [CH:1]([N:4]([CH:10]([CH3:12])[CH3:11])[C:5](=[O:9])[O:6][CH2:7]Cl)([CH3:3])[CH3:2].[OH:13][C@@H:14]([C@H:16]1[C:36](=[O:37])[N:18]2[C:19]([C:33]([O-:35])=[O:34])=[C:20]([S:23]/[CH:24]=[CH:25]/[C:26]3[S:30][CH:29]=[N:28][C:27]=3[CH2:31][OH:32])[C@H:21]([CH3:22])[C@H:17]12)[CH3:15].[Na+].